This data is from Forward reaction prediction with 1.9M reactions from USPTO patents (1976-2016). The task is: Predict the product of the given reaction. (1) The product is: [Cl:1][C:2]1[CH:3]=[C:4]([C:13]2[O:17][N:16]=[C:15]([C:18]3[CH:27]=[CH:26][CH:25]=[C:24]4[C:19]=3[CH:20]=[CH:21][N:22]=[C:23]4[CH2:28][CH2:29][C:30]([OH:32])=[O:31])[N:14]=2)[CH:5]=[CH:6][C:7]=1[O:8][CH2:9][CH:10]1[CH2:11][CH2:12]1. Given the reactants [Cl:1][C:2]1[CH:3]=[C:4]([C:13]2[O:17][N:16]=[C:15]([C:18]3[CH:27]=[CH:26][CH:25]=[C:24]4[C:19]=3[CH:20]=[CH:21][N:22]=[C:23]4[CH2:28][CH2:29][C:30]([O:32]C(C)(C)C)=[O:31])[N:14]=2)[CH:5]=[CH:6][C:7]=1[O:8][CH2:9][CH:10]1[CH2:12][CH2:11]1, predict the reaction product. (2) Given the reactants [OH:1][C@H:2]1[CH2:6][CH2:5][O:4][CH2:3]1.[N+:7]([C:10]1[CH:15]=[CH:14][C:13]([O:16][C:17](=O)[O:18]C2C=CC([N+]([O-])=O)=CC=2)=[CH:12][CH:11]=1)([O-:9])=[O:8], predict the reaction product. The product is: [O:4]1[CH2:5][CH2:6][CH:2]([O:1][C:17](=[O:18])[O:16][C:13]2[CH:12]=[CH:11][C:10]([N+:7]([O-:9])=[O:8])=[CH:15][CH:14]=2)[CH2:3]1. (3) Given the reactants [NH:1]1[C:9]2[C:4](=[CH:5][CH:6]=[CH:7][CH:8]=2)[CH2:3][CH2:2]1.Br[C:11]1[CH:33]=[N:32][C:14]2[N:15]([CH2:24][O:25][CH2:26][CH2:27][Si:28]([CH3:31])([CH3:30])[CH3:29])[C:16]3[CH:21]=[N:20][C:19]([C:22]#[N:23])=[CH:18][C:17]=3[C:13]=2[CH:12]=1.P([O-])([O-])([O-])=O.[K+].[K+].[K+].C1(P(C2CCCCC2)C2C=CC=CC=2C2C(OC(C)C)=CC=CC=2OC(C)C)CCCCC1, predict the reaction product. The product is: [N:1]1([C:11]2[CH:33]=[N:32][C:14]3[N:15]([CH2:24][O:25][CH2:26][CH2:27][Si:28]([CH3:29])([CH3:31])[CH3:30])[C:16]4[CH:21]=[N:20][C:19]([C:22]#[N:23])=[CH:18][C:17]=4[C:13]=3[CH:12]=2)[C:9]2[C:4](=[CH:5][CH:6]=[CH:7][CH:8]=2)[CH2:3][CH2:2]1. (4) Given the reactants [CH3:1][N:2]1[C:6]2=[N:7][CH:8]=[C:9]([N+:11]([O-])=O)[CH:10]=[C:5]2[C:4]([C:14]2[CH2:19][CH2:18][N:17]([C:20]([O:22][C:23]([CH3:26])([CH3:25])[CH3:24])=[O:21])[CH2:16][CH:15]=2)=[CH:3]1.C([O-])=O.[NH4+], predict the reaction product. The product is: [NH2:11][C:9]1[CH:10]=[C:5]2[C:4]([CH:14]3[CH2:15][CH2:16][N:17]([C:20]([O:22][C:23]([CH3:25])([CH3:24])[CH3:26])=[O:21])[CH2:18][CH2:19]3)=[CH:3][N:2]([CH3:1])[C:6]2=[N:7][CH:8]=1. (5) Given the reactants F[C:2]1[CH:9]=[CH:8][C:7]([F:10])=[CH:6][C:3]=1[C:4]#[N:5].BrC1C=C[C:15]([S:20]CC)=C(C=1)C=O.C[S-].[Na+], predict the reaction product. The product is: [F:10][C:7]1[CH:8]=[CH:9][C:2]([S:20][CH3:15])=[C:3]([CH:6]=1)[C:4]#[N:5]. (6) Given the reactants Br[C:2]1[CH:7]=[CH:6][C:5]([CH3:8])=[CH:4][C:3]=1[F:9].[CH:10]([C:12]1[CH:17]=[CH:16][CH:15]=[CH:14][C:13]=1B(O)O)=[O:11].C(=O)([O-])[O-].[Na+].[Na+].C1(C)C(CCO)=CC=CC=1, predict the reaction product. The product is: [F:9][C:3]1[CH:4]=[C:5]([CH3:8])[CH:6]=[CH:7][C:2]=1[C:13]1[CH:14]=[CH:15][CH:16]=[CH:17][C:12]=1[CH:10]=[O:11]. (7) Given the reactants [NH2:1][C:2]1[CH:3]=[CH:4][C:5]([C:8]2[CH:9]=[C:10]3[C:15](=[CH:16][CH:17]=2)[C:14](=[O:18])[C:13]([CH2:20][C:21]([O:23][CH2:24][CH3:25])=[O:22])([CH3:19])[CH2:12][CH2:11]3)=[N:6][CH:7]=1.C(=O)([O-])[O-].[Cs+].[Cs+].Br[C:33]1[CH:34]=[CH:35][C:36]([C:39]([F:42])([F:41])[F:40])=[N:37][CH:38]=1, predict the reaction product. The product is: [CH3:19][C:13]1([CH2:20][C:21]([O:23][CH2:24][CH3:25])=[O:22])[CH2:12][CH2:11][C:10]2[C:15](=[CH:16][CH:17]=[C:8]([C:5]3[CH:4]=[CH:3][C:2]([NH:1][C:33]4[CH:38]=[N:37][C:36]([C:39]([F:42])([F:41])[F:40])=[CH:35][CH:34]=4)=[CH:7][N:6]=3)[CH:9]=2)[C:14]1=[O:18].